Predict the reactants needed to synthesize the given product. From a dataset of Full USPTO retrosynthesis dataset with 1.9M reactions from patents (1976-2016). (1) Given the product [CH3:18][C:17]1([CH3:22])[O:14][C@H:11]([CH2:10][O:9][C:8]2[CH:15]=[CH:16][C:5]([CH2:4][CH2:3][CH2:2][OH:1])=[CH:6][CH:7]=2)[CH2:12][O:13]1, predict the reactants needed to synthesize it. The reactants are: [OH:1][CH2:2][CH2:3][CH2:4][C:5]1[CH:16]=[CH:15][C:8]([O:9][CH2:10][C@@H:11]([OH:14])[CH2:12][OH:13])=[CH:7][CH:6]=1.[C:17]1(C)[CH:22]=CC(S([O-])(=O)=O)=C[CH:18]=1.[NH+]1C=CC=CC=1.COC(OC)(C)C. (2) Given the product [CH3:25][C:21]1([CH3:24])[O:20][CH:19]([CH:18]([CH2:17][OH:16])[CH2:26][NH:27][C:28](=[O:37])[O:29][CH2:30][C:31]2[CH:32]=[CH:33][CH:34]=[CH:35][CH:36]=2)[CH2:23][O:22]1, predict the reactants needed to synthesize it. The reactants are: C12(CS(O)(=O)=O)C(C)(C)C(CC1)CC2=O.[OH:16][CH:17]1[CH2:23][O:22][C:21]([CH3:25])([CH3:24])[O:20][CH2:19][CH:18]1[CH2:26][NH:27][C:28](=[O:37])[O:29][CH2:30][C:31]1[CH:36]=[CH:35][CH:34]=[CH:33][CH:32]=1.C(Cl)(Cl)Cl.CCOC(C)=O. (3) Given the product [F:1][C:2]([F:18])([C:8]1[CH:13]=[CH:12][CH:11]=[C:10]([OH:14])[CH:9]=1)[C:3]([O:5][CH2:6][CH3:7])=[O:4], predict the reactants needed to synthesize it. The reactants are: [F:1][C:2]([F:18])([C:8]1[CH:13]=[CH:12][CH:11]=[C:10]([O:14]COC)[CH:9]=1)[C:3]([O:5][CH2:6][CH3:7])=[O:4].Cl.